Dataset: Forward reaction prediction with 1.9M reactions from USPTO patents (1976-2016). Task: Predict the product of the given reaction. (1) Given the reactants [Br:1][C:2]1[C:3](F)=[C:4]2[C:10]([NH:11][C:12]([C@@H:14]3[CH2:18][CH2:17][CH2:16][O:15]3)=[O:13])=[CH:9][NH:8][C:5]2=[N:6][CH:7]=1.[NH:20]1[CH2:25][CH2:24][CH2:23][C@@H:22]([NH:26][C:27](=[O:33])[O:28][C:29]([CH3:32])([CH3:31])[CH3:30])[CH2:21]1.C(N(C(C)C)C(C)C)C, predict the reaction product. The product is: [Br:1][C:2]1[C:3]([N:20]2[CH2:25][CH2:24][CH2:23][C@@H:22]([NH:26][C:27](=[O:33])[O:28][C:29]([CH3:31])([CH3:30])[CH3:32])[CH2:21]2)=[C:4]2[C:10]([NH:11][C:12]([C@@H:14]3[CH2:18][CH2:17][CH2:16][O:15]3)=[O:13])=[CH:9][NH:8][C:5]2=[N:6][CH:7]=1. (2) Given the reactants Br[C:2]1[N:6]2[C:7]3[C:12]([N:13]=[C:14]([CH3:15])[C:5]2=[C:4]([CH3:17])[N:3]=1)=[CH:11][CH:10]=[C:9]([F:16])[CH:8]=3.[F:18][C:19]1[CH:24]=[C:23]([F:25])[CH:22]=[CH:21][C:20]=1B(O)O.C([O-])([O-])=O.[K+].[K+], predict the reaction product. The product is: [F:18][C:19]1[CH:24]=[C:23]([F:25])[CH:22]=[CH:21][C:20]=1[C:2]1[N:6]2[C:7]3[C:12]([N:13]=[C:14]([CH3:15])[C:5]2=[C:4]([CH3:17])[N:3]=1)=[CH:11][CH:10]=[C:9]([F:16])[CH:8]=3. (3) The product is: [C:1]([C:3]1[CH:4]=[C:5]([N:10]([CH2:22][C:21]2[CH:24]=[CH:25][C:18]([O:17][C:16]([F:15])([F:26])[F:27])=[CH:19][CH:20]=2)[C:11](=[O:14])[CH2:12][CH3:13])[CH:6]=[C:7]([F:9])[CH:8]=1)#[N:2]. Given the reactants [C:1]([C:3]1[CH:4]=[C:5]([NH:10][C:11](=[O:14])[CH2:12][CH3:13])[CH:6]=[C:7]([F:9])[CH:8]=1)#[N:2].[F:15][C:16]([F:27])([F:26])[O:17][C:18]1[CH:25]=[CH:24][C:21]([CH2:22]Br)=[CH:20][CH:19]=1, predict the reaction product. (4) Given the reactants [NH2:1][C:2]1[CH:7]=[CH:6][C:5]([N+:8]([O-:10])=[O:9])=[CH:4][C:3]=1[SH:11].C(=O)(O)[O-].[Na+].Cl[CH2:18][C:19](Cl)=[O:20], predict the reaction product. The product is: [N+:8]([C:5]1[CH:6]=[CH:7][C:2]2[NH:1][C:19](=[O:20])[CH2:18][S:11][C:3]=2[CH:4]=1)([O-:10])=[O:9]. (5) Given the reactants C[O:2][C:3](=[O:37])[C:4]1[CH:9]=[CH:8][C:7]([O:10][C:11]2[CH:16]=[CH:15][C:14]([CH2:17][C@H:18]([NH2:36])[C:19]3[N:20]([CH2:32][CH2:33][CH2:34][CH3:35])[CH:21]=[C:22]([C:24]4[CH:29]=[CH:28][C:27]([Cl:30])=[CH:26][C:25]=4[Cl:31])[N:23]=3)=[CH:13][CH:12]=2)=[CH:6][CH:5]=1.[CH3:38][O:39][C:40]1[CH:45]=[CH:44][CH:43]=[CH:42][C:41]=1[N:46]=[C:47]=[O:48].NC(N)=O, predict the reaction product. The product is: [CH2:32]([N:20]1[CH:21]=[C:22]([C:24]2[CH:29]=[CH:28][C:27]([Cl:30])=[CH:26][C:25]=2[Cl:31])[N:23]=[C:19]1[C@@H:18]([NH:36][C:47]([NH:46][C:41]1[CH:42]=[CH:43][CH:44]=[CH:45][C:40]=1[O:39][CH3:38])=[O:48])[CH2:17][C:14]1[CH:15]=[CH:16][C:11]([O:10][C:7]2[CH:8]=[CH:9][C:4]([C:3]([OH:2])=[O:37])=[CH:5][CH:6]=2)=[CH:12][CH:13]=1)[CH2:33][CH2:34][CH3:35]. (6) Given the reactants [OH-].[Na+].[Cl:3][C:4]1[CH:5]=[CH:6][C:7]([N+:12]([O-:14])=[O:13])=[C:8]([CH2:10][OH:11])[CH:9]=1.Cl[CH2:16]Cl, predict the reaction product. The product is: [Cl:3][C:4]1[CH:5]=[CH:6][C:7]([N+:12]([O-:14])=[O:13])=[C:8]([CH2:10][O:11][CH3:16])[CH:9]=1.